Dataset: Full USPTO retrosynthesis dataset with 1.9M reactions from patents (1976-2016). Task: Predict the reactants needed to synthesize the given product. (1) The reactants are: [CH2:1]([N:5]1[C:10]2=[N:11][N:12]([CH2:23][C:24]3[C:32]4[C:27](=[CH:28][CH:29]=[C:30]([CH3:33])[CH:31]=4)[NH:26][CH:25]=3)[C:13]([C:14]3[N:18]([CH3:19])[CH:17]=[C:16]([C:20]([OH:22])=O)[CH:15]=3)=[C:9]2[C:8](=[O:34])[N:7]([CH3:35])[C:6]1=[O:36])[CH:2]([CH3:4])[CH3:3].Cl.[O:38]([NH2:40])[CH3:39].C(P(=O)(OCC)OCC)#N. Given the product [CH2:1]([N:5]1[C:10]2=[N:11][N:12]([CH2:23][C:24]3[C:32]4[C:27](=[CH:28][CH:29]=[C:30]([CH3:33])[CH:31]=4)[NH:26][CH:25]=3)[C:13]([C:14]3[N:18]([CH3:19])[CH:17]=[C:16]([C:20]([NH:40][O:38][CH3:39])=[O:22])[CH:15]=3)=[C:9]2[C:8](=[O:34])[N:7]([CH3:35])[C:6]1=[O:36])[CH:2]([CH3:3])[CH3:4], predict the reactants needed to synthesize it. (2) Given the product [Cl:26][C:25]1[CH:24]=[CH:23][C:4]([O:5][CH:6]2[CH2:11][CH2:10][N:9]([S:12]([C:15]3[C:16]([CH3:22])=[N:17][NH:18][C:19]=3[CH3:20])(=[O:14])=[O:13])[CH2:8][CH2:7]2)=[C:3]([O:60][CH3:59])[CH:2]=1, predict the reactants needed to synthesize it. The reactants are: Cl[C:2]1[CH:3]=[C:4]([CH:23]=[CH:24][C:25]=1[Cl:26])[O:5][CH:6]1[CH2:11][CH2:10][N:9]([S:12]([C:15]2[C:16]([CH3:22])=[N:17][N:18](C)[C:19]=2[CH3:20])(=[O:14])=[O:13])[CH2:8][CH2:7]1.ClC1C=C(C=CC=1Cl)NCC1CCN(S(C2C(C)=NN(C)C=2C)(=O)=O)CC1.Cl.ClC1C=C[C:59]([O:60]C2CCNCC2)=C(OC)C=1. (3) Given the product [N+:16]([C:19]1[CH:24]=[CH:23][CH:22]=[CH:21][C:20]=1[S:25]([NH:8][CH:5]1[CH2:6][CH2:7][S:2][CH2:3][CH2:4]1)(=[O:27])=[O:26])([O-:18])=[O:17], predict the reactants needed to synthesize it. The reactants are: Cl.[S:2]1[CH2:7][CH2:6][CH:5]([NH2:8])[CH2:4][CH2:3]1.C(N(CC)CC)C.[N+:16]([C:19]1[CH:24]=[CH:23][CH:22]=[CH:21][C:20]=1[S:25](Cl)(=[O:27])=[O:26])([O-:18])=[O:17]. (4) Given the product [NH2:34][C:33]1[N:47]([CH3:46])[N:48]=[C:31]([C:37]2[CH:42]=[CH:41][C:40]([N+:43]([O-:45])=[O:44])=[CH:39][CH:38]=2)[C:32]=1[C:35]#[N:36], predict the reactants needed to synthesize it. The reactants are: [N+](C1C=CC(C(O)=O)=CC=1)([O-])=O.[Cl-].[H-].[Na+].Cl.C([O-])(O)=O.[Na+].S(OC)(OC)(=O)=O.CO[C:31]([C:37]1[CH:42]=[CH:41][C:40]([N+:43]([O-:45])=[O:44])=[CH:39][CH:38]=1)=[C:32]([C:35]#[N:36])[C:33]#[N:34].[CH3:46][NH:47][NH2:48]. (5) The reactants are: [Cl:1][C:2]1[CH:3]=[C:4]2[C:9](=[CH:10][CH:11]=1)[NH:8][C:7](=[O:12])[C:6]([CH:13]=O)=[CH:5]2.[NH2:15][C:16]1[CH:23]=[CH:22][C:19]([C:20]#[N:21])=[C:18]([O:24][CH3:25])[CH:17]=1.CC(O)=O.C(O[BH-](OC(=O)C)OC(=O)C)(=O)C.[Na+]. Given the product [Cl:1][C:2]1[CH:3]=[C:4]2[C:9](=[CH:10][CH:11]=1)[NH:8][C:7](=[O:12])[C:6]([CH2:13][NH:15][C:16]1[CH:23]=[CH:22][C:19]([C:20]#[N:21])=[C:18]([O:24][CH3:25])[CH:17]=1)=[CH:5]2, predict the reactants needed to synthesize it.